Dataset: Peptide-MHC class II binding affinity with 134,281 pairs from IEDB. Task: Regression. Given a peptide amino acid sequence and an MHC pseudo amino acid sequence, predict their binding affinity value. This is MHC class II binding data. (1) The peptide sequence is YALFYKLDVVPIDNDNTSY. The MHC is HLA-DQA10103-DQB10603 with pseudo-sequence HLA-DQA10103-DQB10603. The binding affinity (normalized) is 0.339. (2) The peptide sequence is FYVWDFAEKFKEDVI. The MHC is HLA-DQA10102-DQB10602 with pseudo-sequence HLA-DQA10102-DQB10602. The binding affinity (normalized) is 0.0735. (3) The peptide sequence is MNIKLQMPLYVAGYK. The MHC is HLA-DPA10201-DPB10501 with pseudo-sequence HLA-DPA10201-DPB10501. The binding affinity (normalized) is 0.678. (4) The peptide sequence is SLQYLALVALVAPKK. The MHC is HLA-DPA10201-DPB10101 with pseudo-sequence HLA-DPA10201-DPB10101. The binding affinity (normalized) is 0.448. (5) The binding affinity (normalized) is 0.457. The peptide sequence is TLWQRPIVTIKIGGQLREAL. The MHC is HLA-DPA10201-DPB10501 with pseudo-sequence HLA-DPA10201-DPB10501. (6) The peptide sequence is KGKSAWYVDTEIINE. The MHC is DRB1_1101 with pseudo-sequence DRB1_1101. The binding affinity (normalized) is 0.490. (7) The peptide sequence is EPIAPYHFDLSGHAF. The MHC is DRB1_0101 with pseudo-sequence DRB1_0101. The binding affinity (normalized) is 0.0712.